Dataset: Retrosynthesis with 50K atom-mapped reactions and 10 reaction types from USPTO. Task: Predict the reactants needed to synthesize the given product. (1) Given the product CCNC(=O)C(C)c1ccc(C#Cc2cnc(OCCF)nc2)cc1, predict the reactants needed to synthesize it. The reactants are: CCNC(=O)C(C)c1ccc(C#Cc2cnc(Cl)nc2)cc1.OCCF. (2) Given the product CC1(C)COC(c2ccccc2-c2ccc(CO)cc2)=N1, predict the reactants needed to synthesize it. The reactants are: CC1(C)COC(c2ccccc2-c2ccc(C(=O)O)cc2)=N1. (3) Given the product CC[C@H](NC(=O)c1c(CN2CCC(O)CC2)c(-c2ccccc2)nc2ccccc12)c1ccccc1, predict the reactants needed to synthesize it. The reactants are: CC[C@H](NC(=O)c1c(CN2CCC(=O)CC2)c(-c2ccccc2)nc2ccccc12)c1ccccc1. (4) The reactants are: CCN(CC)c1ccc(C(=O)O)cc1.Nc1ccc(Cl)cc1N1CCN(CCC(F)(F)F)CC1. Given the product CCN(CC)c1ccc(C(=O)Nc2ccc(Cl)cc2N2CCN(CCC(F)(F)F)CC2)cc1, predict the reactants needed to synthesize it. (5) The reactants are: Cc1cnc(N2CCNCC2)c(C2CC2)c1.O=C(O)c1ccc(Br)nc1. Given the product Cc1cnc(N2CCN(C(=O)c3ccc(Br)nc3)CC2)c(C2CC2)c1, predict the reactants needed to synthesize it. (6) Given the product CCNC(=O)c1cccs1, predict the reactants needed to synthesize it. The reactants are: CCN.O=C(O)c1cccs1.